Dataset: Reaction yield outcomes from USPTO patents with 853,638 reactions. Task: Predict the reaction yield, written as a fraction of the theoretical maximum amount of product (1.0 means a 100% yield; for example, 0.34 means a 34% yield). (1) The reactants are C(OC(=O)C)(=O)C.O[CH:9]([C:16]1[CH:21]=[CH:20][CH:19]=[CH:18][N:17]=1)[C:10](=[CH2:15])[C:11]([O:13][CH3:14])=[O:12]. The catalyst is C(=O)(O)[O-].[Na+]. The product is [CH:9]1[C:10]([C:11]([O:13][CH3:14])=[O:12])=[CH:15][N:17]2[C:16]=1[CH:21]=[CH:20][CH:19]=[CH:18]2. The yield is 0.350. (2) The reactants are [N:1]1[CH:6]=[CH:5][CH:4]=[C:3]([NH:7][C:8](=[O:15])OCC(Cl)(Cl)Cl)[CH:2]=1.Cl.Cl.[F:18][C:19]1[C:24]([F:25])=[CH:23][CH:22]=[CH:21][C:20]=1[C:26]1[CH:31]=[CH:30][N:29]=[C:28]([N:32]2[CH2:37][CH2:36][NH:35][CH2:34][CH2:33]2)[N:27]=1. The catalyst is O1CCCC1.CCCCCC. The product is [F:18][C:19]1[C:24]([F:25])=[CH:23][CH:22]=[CH:21][C:20]=1[C:26]1[CH:31]=[CH:30][N:29]=[C:28]([N:32]2[CH2:37][CH2:36][N:35]([C:8]([NH:7][C:3]3[CH:2]=[N:1][CH:6]=[CH:5][CH:4]=3)=[O:15])[CH2:34][CH2:33]2)[N:27]=1. The yield is 0.250. (3) The reactants are Br[C:2]1[CH:3]=[C:4]([CH3:10])[C:5](=[O:9])[N:6]([CH3:8])[CH:7]=1.[Cl-].[Li+].C([Mg]Cl)(C)C.[Br:18][C:19]1[CH:20]=[C:21]([C:26]([C:34]2[CH:39]=[CH:38][CH:37]=[C:36]([F:40])[C:35]=2[C:41]#[N:42])=[N:27]S(C(C)(C)C)=O)[CH:22]=[CH:23][C:24]=1[F:25].Cl.CO. The catalyst is C1COCC1. The product is [NH2:42][C:41]1[C:35]2[C:34](=[CH:39][CH:38]=[CH:37][C:36]=2[F:40])[C:26]([C:2]2[CH:3]=[C:4]([CH3:10])[C:5](=[O:9])[N:6]([CH3:8])[CH:7]=2)([C:21]2[CH:22]=[CH:23][C:24]([F:25])=[C:19]([Br:18])[CH:20]=2)[N:27]=1. The yield is 0.710.